From a dataset of Oral bioavailability binary classification data from Ma et al.. Regression/Classification. Given a drug SMILES string, predict its absorption, distribution, metabolism, or excretion properties. Task type varies by dataset: regression for continuous measurements (e.g., permeability, clearance, half-life) or binary classification for categorical outcomes (e.g., BBB penetration, CYP inhibition). Dataset: bioavailability_ma. (1) The drug is NC[C@H]1O[C@H](O[C@@H]2[C@@H](N)C[C@@H](N)[C@H](O[C@H]3O[C@H](CO)[C@@H](O)[C@H](N)[C@H]3O)[C@H]2O)[C@H](N)C[C@@H]1O. The result is 0 (low bioavailability). (2) The drug is C#C[C@]1(O)CC[C@H]2[C@@H]3CCC4=CC(=O)CC[C@@H]4[C@H]3CC[C@@]21CC. The result is 1 (high bioavailability). (3) The drug is O=C(O)Cc1ccccc1Nc1c(Cl)cccc1Cl. The result is 1 (high bioavailability).